From a dataset of Forward reaction prediction with 1.9M reactions from USPTO patents (1976-2016). Predict the product of the given reaction. (1) Given the reactants [Br:1][C:2]1[C:3]([O:5][C:6](=[O:8])[CH:7]=1)=O.FC(F)(F)C([O-])=O.[O:16]=[C:17]1[NH:21][CH:20]2[CH:22]([CH2:25][CH2:26][CH2:27][CH2:28][C:29]([NH:31][CH2:32][CH2:33][O:34][CH2:35][CH2:36][O:37][CH2:38][CH2:39][NH3+:40])=[O:30])[S:23][CH2:24][CH:19]2[NH:18]1.C1(C)C=CC=CC=1.CO.C(Cl)Cl, predict the reaction product. The product is: [Br:1][C:2]1[C:3](=[O:5])[N:40]([CH2:39][CH2:38][O:37][CH2:36][CH2:35][O:34][CH2:33][CH2:32][NH:31][C:29](=[O:30])[CH2:28][CH2:27][CH2:26][CH2:25][CH:22]2[CH:20]3[NH:21][C:17](=[O:16])[NH:18][CH:19]3[CH2:24][S:23]2)[C:6](=[O:8])[CH:7]=1. (2) Given the reactants Cl[C:2]([O:4][CH2:5][Cl:6])=[O:3].Cl.[CH2:8]([O:15][C:16](=[O:22])[C@@H:17]1[CH2:21][CH2:20][CH2:19][NH:18]1)[C:9]1[CH:14]=[CH:13][CH:12]=[CH:11][CH:10]=1.CCN(CC)CC, predict the reaction product. The product is: [N:18]1([C:2]([O:4][CH2:5][Cl:6])=[O:3])[CH2:19][CH2:20][CH2:21][C@H:17]1[C:16]([O:15][CH2:8][C:9]1[CH:14]=[CH:13][CH:12]=[CH:11][CH:10]=1)=[O:22]. (3) Given the reactants Br[C:2]1[CH:7]=[CH:6][C:5]([Br:8])=[CH:4][CH:3]=1.[C:9]1(B(O)O)[C:22]2[C:23]3=[C:24]4[C:19](=[CH:20][CH:21]=2)[CH:18]=[CH:17][CH:16]=[C:15]4[CH:14]=[CH:13][C:12]3=[CH:11][CH:10]=1.CCO, predict the reaction product. The product is: [Br:8][C:5]1[CH:6]=[CH:7][C:2]([C:16]2[C:15]3[C:24]4=[C:23]5[C:12](=[CH:13][CH:14]=3)[CH:11]=[CH:10][CH:9]=[C:22]5[CH:21]=[CH:20][C:19]4=[CH:18][CH:17]=2)=[CH:3][CH:4]=1. (4) Given the reactants Br[C:2]1[CH:16]=[CH:15][CH:14]=[CH:13][C:3]=1[CH2:4][NH:5][C:6](=[O:12])[O:7][C:8]([CH3:11])([CH3:10])[CH3:9].CC1(C)C(C)(C)OB(/[CH:25]=[CH:26]/[C:27]([O:29][CH2:30][CH3:31])=[O:28])O1.P([O-])([O-])([O-])=O.[K+].[K+].[K+].C1(C)C=CC=CC=1, predict the reaction product. The product is: [C:8]([O:7][C:6]([NH:5][CH2:4][C:3]1[CH:13]=[CH:14][CH:15]=[CH:16][C:2]=1/[CH:25]=[CH:26]/[C:27]([O:29][CH2:30][CH3:31])=[O:28])=[O:12])([CH3:11])([CH3:10])[CH3:9].